From a dataset of Full USPTO retrosynthesis dataset with 1.9M reactions from patents (1976-2016). Predict the reactants needed to synthesize the given product. Given the product [F:24][C:25]1[CH:26]=[CH:27][C:28]([C:31]2[CH:35]=[CH:34][N:33]([C:36]3[N:44]=[CH:43][CH:42]=[CH:41][C:37]=3[C:38]([NH:59][CH:51]([CH2:52][C:53]3[CH:54]=[CH:55][CH:56]=[CH:57][CH:58]=3)[CH:50]([OH:60])[C:49]([O:48][CH2:46][CH3:47])=[O:61])=[O:40])[N:32]=2)=[CH:29][CH:30]=1, predict the reactants needed to synthesize it. The reactants are: Cl.CN(C)CCCN=C=NCC.O.ON1C2C=CC=CC=2N=N1.[F:24][C:25]1[CH:30]=[CH:29][C:28]([C:31]2[CH:35]=[CH:34][N:33]([C:36]3[N:44]=[CH:43][CH:42]=[CH:41][C:37]=3[C:38]([OH:40])=O)[N:32]=2)=[CH:27][CH:26]=1.[Cl-].[CH2:46]([O:48][C:49](=[O:61])[CH:50]([OH:60])[CH:51]([NH3+:59])[CH2:52][C:53]1[CH:58]=[CH:57][CH:56]=[CH:55][CH:54]=1)[CH3:47].